This data is from Catalyst prediction with 721,799 reactions and 888 catalyst types from USPTO. The task is: Predict which catalyst facilitates the given reaction. (1) Product: [NH2:1][C:4]1[CH:9]=[CH:8][C:7]([Cl:10])=[CH:6][C:5]=1[C:11]1[S:12][C:13]2[CH:19]=[CH:18][CH:17]=[CH:16][C:14]=2[N:15]=1. Reactant: [N+:1]([C:4]1[CH:9]=[CH:8][C:7]([Cl:10])=[CH:6][C:5]=1[C:11]1[S:12][C:13]2[CH:19]=[CH:18][CH:17]=[CH:16][C:14]=2[N:15]=1)([O-])=O.O.O.Cl[Sn]Cl. The catalyst class is: 8. (2) Reactant: [NH2:1][C:2]1[S:3][C:4]([C:8]([NH:10][CH2:11][C:12]2[CH:17]=[CH:16][CH:15]=[CH:14][CH:13]=2)=[O:9])=[C:5]([CH3:7])[N:6]=1.C(N(CC)CC)C.[C:25]1([CH:31]([CH2:36][C:37](Cl)=[O:38])[CH2:32][C:33](Cl)=[O:34])[CH:30]=[CH:29][CH:28]=[CH:27][CH:26]=1. Product: [CH2:11]([NH:10][C:8]([C:4]1[S:3][C:2]([N:1]2[C:37](=[O:38])[CH2:36][CH:31]([C:25]3[CH:30]=[CH:29][CH:28]=[CH:27][CH:26]=3)[CH2:32][C:33]2=[O:34])=[N:6][C:5]=1[CH3:7])=[O:9])[C:12]1[CH:17]=[CH:16][CH:15]=[CH:14][CH:13]=1. The catalyst class is: 22.